From a dataset of Catalyst prediction with 721,799 reactions and 888 catalyst types from USPTO. Predict which catalyst facilitates the given reaction. (1) Reactant: Cl[C:2]1[CH:7]=[C:6]([C:8]2[CH:13]=[CH:12][CH:11]=[CH:10][CH:9]=2)[N:5]=[C:4]([NH:14][C:15](=[O:32])[CH2:16][CH2:17][C:18]([C:20]2[CH:25]=[CH:24][C:23]([O:26][CH2:27][CH3:28])=[C:22]([O:29][CH2:30][CH3:31])[CH:21]=2)=[O:19])[CH:3]=1.C1(C2C=CC=CC=2)C=CC=CC=1P(C1CCCCC1)C1CCCCC1.C(=O)([O-])[O-].[K+].[K+].CC1(C)C(C)(C)OB([C:72]2[CH:77]=[CH:76][C:75]([N:78]3[CH2:83][CH2:82][O:81][CH2:80][CH2:79]3)=[CH:74][CH:73]=2)O1. Product: [CH2:30]([O:29][C:22]1[CH:21]=[C:20]([C:18](=[O:19])[CH2:17][CH2:16][C:15]([NH:14][C:4]2[CH:3]=[C:2]([C:72]3[CH:73]=[CH:74][C:75]([N:78]4[CH2:79][CH2:80][O:81][CH2:82][CH2:83]4)=[CH:76][CH:77]=3)[CH:7]=[C:6]([C:8]3[CH:13]=[CH:12][CH:11]=[CH:10][CH:9]=3)[N:5]=2)=[O:32])[CH:25]=[CH:24][C:23]=1[O:26][CH2:27][CH3:28])[CH3:31]. The catalyst class is: 110. (2) Product: [Cl:66][C:67]1[CH:68]=[C:69]([CH:70]=[CH:71][CH:72]=1)[CH2:73][NH:74][C:20](=[O:21])[CH2:19][CH2:18][N:15]1[CH2:16][CH2:17][CH:12]([NH:11][CH2:10][C@H:9]([OH:8])[C:23]2[CH:32]=[CH:31][C:30]([OH:33])=[C:29]3[C:24]=2[CH:25]=[CH:26][C:27](=[O:34])[NH:28]3)[CH2:13][CH2:14]1. Reactant: [Si]([O:8][C@H:9]([C:23]1[CH:32]=[CH:31][C:30]([OH:33])=[C:29]2[C:24]=1[CH:25]=[CH:26][C:27](=[O:34])[NH:28]2)[CH2:10][NH:11][CH:12]1[CH2:17][CH2:16][N:15]([CH2:18][CH2:19][C:20](O)=[O:21])[CH2:14][CH2:13]1)(C(C)(C)C)(C)C.CN(C(ON1N=NC2C=CC=NC1=2)=[N+](C)C)C.F[P-](F)(F)(F)(F)F.C(N(CC)CC)C.[Cl:66][C:67]1[CH:68]=[C:69]([CH2:73][NH2:74])[CH:70]=[CH:71][CH:72]=1. The catalyst class is: 3. (3) Reactant: [Cl:1][C:2]1[C:7]([C:8]([O:10]C(C)(C)C)=O)=[CH:6][CH:5]=[C:4]([N:15]2[CH:19]=[CH:18][C:17]([O:20][CH2:21][CH:22]([CH3:24])[CH3:23])=[N:16]2)[N:3]=1.FC(F)(F)C(O)=O.C(N1C=CN=C1)(N1C=CN=C1)=O.[NH2:44][C:45]1[N:50]=[C:49]([S:51]([NH2:54])(=[O:53])=[O:52])[CH:48]=[CH:47][CH:46]=1.[H-].[Na+]. Product: [NH2:44][C:45]1[N:50]=[C:49]([S:51]([NH:54][C:8]([C:7]2[C:2]([Cl:1])=[N:3][C:4]([N:15]3[CH:19]=[CH:18][C:17]([O:20][CH2:21][CH:22]([CH3:23])[CH3:24])=[N:16]3)=[CH:5][CH:6]=2)=[O:10])(=[O:53])=[O:52])[CH:48]=[CH:47][CH:46]=1. The catalyst class is: 174. (4) Reactant: Br.[CH2:2]([O:9][C:10]([N:12]1[CH2:16][CH2:15][CH2:14][CH:13]1[C:17]1[S:21][N:20]=[C:19]([NH:22]C(=O)C)[N:18]=1)=[O:11])[C:3]1[CH:8]=[CH:7][CH:6]=[CH:5][CH:4]=1.C([O-])([O-])=O.[K+].[K+]. Product: [CH2:2]([O:9][C:10]([N:12]1[CH2:16][CH2:15][CH2:14][CH:13]1[C:17]1[S:21][N:20]=[C:19]([NH2:22])[N:18]=1)=[O:11])[C:3]1[CH:4]=[CH:5][CH:6]=[CH:7][CH:8]=1. The catalyst class is: 40. (5) Reactant: [O:1]1[CH2:3][CH2:2]1.[C:4]([O:11][CH3:12])(=[O:10])/[CH:5]=[CH:6]/[C:7]([O-:9])=[O:8].[Br-].C([NH3+])(C)(C)C. Product: [C:7]([O:9][CH2:2][CH2:3][OH:1])(=[O:8])/[CH:6]=[CH:5]/[C:4]([O:11][CH3:12])=[O:10]. The catalyst class is: 10. (6) Reactant: [CH3:1][C:2]1[C:6]([C:7]2[CH:8]=[C:9]3[C:13](=[C:14]([O:16][CH3:17])[CH:15]=2)[NH:12][C:11](=[O:18])[C:10]23OCC[O:19]2)=[C:5]([CH3:23])[O:4][N:3]=1.C(O)(=O)C.Cl. Product: [CH3:1][C:2]1[C:6]([C:7]2[CH:8]=[C:9]3[C:13](=[C:14]([O:16][CH3:17])[CH:15]=2)[NH:12][C:11](=[O:18])[C:10]3=[O:19])=[C:5]([CH3:23])[O:4][N:3]=1. The catalyst class is: 25. (7) Product: [N:11]1([C:2]2[CH:3]=[CH:4][C:5]([NH2:8])=[N:6][CH:7]=2)[CH2:16][CH2:15][O:14][CH2:13][CH2:12]1.[NH:11]1[CH2:16][CH2:15][O:14][CH2:13][CH2:12]1. The catalyst class is: 16. Reactant: Br[C:2]1[CH:3]=[CH:4][C:5]([N+:8]([O-])=O)=[N:6][CH:7]=1.[NH:11]1[CH2:16][CH2:15][O:14][CH2:13][CH2:12]1.C(=O)([O-])[O-].[K+].[K+].